Dataset: Reaction yield outcomes from USPTO patents with 853,638 reactions. Task: Predict the reaction yield, written as a fraction of the theoretical maximum amount of product (1.0 means a 100% yield; for example, 0.34 means a 34% yield). The yield is 0.700. No catalyst specified. The product is [CH2:1]([O:3][C:4]([C:6]1[C:15]2[C:10](=[CH:11][CH:12]=[CH:13][CH:14]=2)[C:9]([N:17]2[CH2:21][CH2:20][CH2:19][CH2:18]2)=[CH:8][CH:7]=1)=[O:5])[CH3:2]. The reactants are [CH2:1]([O:3][C:4]([C:6]1[C:15]2[C:10](=[CH:11][CH:12]=[CH:13][CH:14]=2)[C:9](F)=[CH:8][CH:7]=1)=[O:5])[CH3:2].[NH:17]1[CH2:21][CH2:20][CH2:19][CH2:18]1.